From a dataset of Drug-target binding data from BindingDB using IC50 measurements. Regression. Given a target protein amino acid sequence and a drug SMILES string, predict the binding affinity score between them. We predict pIC50 (pIC50 = -log10(IC50 in M); higher means more potent). Dataset: bindingdb_ic50. (1) The compound is Cc1ccc(-c2cc(-c3cccc(NC(=O)CCN)c3)c(C#N)c(NC(=O)c3cccs3)n2)c(O)c1. The target protein sequence is MHTVATSGPNASWGAPANASGCPGCGANASDGPVPSPRAVDAWLVPLFFAALMLLGLVGNSLVIYVICRHKPMRTVTNFYIANLAATDVTFLLCCVPFTALLYPLPGWVLGDFMCKFVNYIQQVSVQATCATLTAMSVDRWYVTVFPLRALHRRTPRLALAVSLSIWVGSAAVSAPVLALHRLSPGPRAYCSEAFPSRALERAFALYNLLALYLLPLLATCACYAAMLRHLGRVAVRPAPADSALQGQVLAERAGAVRAKVSRLVAAVVLLFAACWGPIQLFLVLQALGPAGSWHPRSYAAYALKTWAHCMSYSNSALNPLLYAFLGSHFRQAFRRVCPCAPRRPRRPRRPGPSDPAAPHAELLRLGSHPAPARAQKPGSSGLAARGLCVLGEDNAPL. The pIC50 is 7.9. (2) The compound is C[C@H](CN1CC(c2ccccc2)C1)NC(=O)c1ccc(-c2noc(C(F)(F)F)n2)cc1. The target protein sequence is TKPRFTTGLVYDTLMLKHQCTCGSSSSHPEHAGRIQSIWSRLQETGLRGKCECIRGRKATLEELQTVHSEAHTLLYGTNPLNRQKLDSKKLLGSLASVFVRLPCGGVGVDSDTIWNEVHSAGAARLAVGCVVELVFKVATGELKNGFAVVRPPGHHAEESTPMGFCYFNSVAVAAKLLQQRLSVSKILIVDWDVHHGNGTQQAFYSDPSVLYMSLHRYDDGNFFPGSGAPDEVGTGPGVGFNVNMAFTGGLDPPMGDAEYLAAFRTVVMPIASEFAPDVVLVSSGFDAVEGHPTPLGGYNLSARCFGYLTKQLMGLAGGRIVLALEGGHDLTAICDASEACVSALLGNELDPLPEKVLQQRPNANAVRSMEKVMEIHSKYWRCLQ. The pIC50 is 7.8. (3) The small molecule is O=C1Cc2ccccc2CS1. The target protein (P00727) has sequence MFLLPLPAAARVAVRHLSVKRLWAPGPAAADMTKGLVLGIYSKEKEEDEPQFTSAGENFNKLVSGKLREILNISGPPLKAGKTRTFYGLHEDFPSVVVVGLGKKTAGIDEQENWHEGKENIRAAVAAGCRQIQDLEIPSVEVDPCGDAQAAAEGAVLGLYEYDDLKQKRKVVVSAKLHGSEDQEAWQRGVLFASGQNLARRLMETPANEMTPTKFAEIVEENLKSASIKTDVFIRPKSWIEEQEMGSFLSVAKGSEEPPVFLEIHYKGSPNASEPPLVFVGKGITFDSGGISIKAAANMDLMRADMGGAATICSAIVSAAKLDLPINIVGLAPLCENMPSGKANKPGDVVRARNGKTIQVDNTDAEGRLILADALCYAHTFNPKVIINAATLTGAMDIALGSGATGVFTNSSWLWNKLFEASIETGDRVWRMPLFEHYTRQVIDCQLADVNNIGKYRSAGACTAAAFLKEFVTHPKWAHLDIAGVMTNKDEVPYLRKGMA.... The pIC50 is 3.0. (4) The target protein (Q9JKB1) has sequence MEGQRWLPLEANPEVTNQFLKQLGLHPNWQFVDVYGMEPELLSMVPRPVCAVLLLFPITEKYEVFRTEEEEKIKSQGQDVTSSVYFMKQTISNACGTIGLIHAIANNKDKMHFESGSTLKKFLEESVSMSPEERAKFLENYDAIRVTHETSAHEGQTEAPSIDEKVDLHFIALVHVDGHLYELDGRKPFPINHGKTSDETLLEDAIEVCKKFMERDPDELRFNAIALSAA. The pIC50 is 4.6. The compound is CC(C)(C)OC(=O)[C@H](Cc1ccccc1)NC(=O)c1[nH]cnc1C(=O)Nc1ccc(Cl)cc1. (5) The compound is C[C@H](NC(=O)CNC(=O)[C@@H]1CCCN1C(=O)[C@H](CO)NC(=O)[C@H](C)NC(=O)[C@H](CCCCN)NC(=O)[C@@H](N)CCC(N)=O)C(=O)O. The target protein (P9WKK7) has sequence MSVVGTPKSAEQIQQEWDTNPRWKDVTRTYSAEDVVALQGSVVEEHTLARRGAEVLWEQLHDLEWVNALGALTGNMAVQQVRAGLKAIYLSGWQVAGDANLSGHTYPDQSLYPANSVPQVVRRINNALQRADQIAKIEGDTSVENWLAPIVADGEAGFGGALNVYELQKALIAAGVAGSHWEDQLASEKKCGHLGGKVLIPTQQHIRTLTSARLAADVADVPTVVIARTDAEAATLITSDVDERDQPFITGERTREGFYRTKNGIEPCIARAKAYAPFADLIWMETGTPDLEAARQFSEAVKAEYPDQMLAYNCSPSFNWKKHLDDATIAKFQKELAAMGFKFQFITLAGFHALNYSMFDLAYGYAQNQMSAYVELQEREFAAEERGYTATKHQREVGAGYFDRIATTVDPNSSTTALTGSTEEGQFH. The pIC50 is 3.8. (6) The small molecule is Cc1ccc2nc(/C=C/c3ccc(C(F)(F)F)cc3)nc(NCCN(C)C)c2c1. The target protein (P17865) has sequence MLEFETNIDGLASIKVIGVGGGGNNAVNRMIENEVQGVEYIAVNTDAQALNLSKAEVKMQIGAKLTRGLGAGANPEVGKKAAEESKEQIEEALKGADMVFVTAGMGGGTGTGAAPVIAQIAKDLGALTVGVVTRPFTFEGRKRQLQAAGGISAMKEAVDTLIVIPNDRILEIVDKNTPMLEAFREADNVLRQGVQGISDLIATPGLINLDFADVKTIMSNKGSALMGIGIATGENRAAEAAKKAISSPLLEAAIDGAQGVLMNITGGTNLSLYEVQEAADIVASASDQDVNMIFGSVINENLKDEIVVTVIATGFIEQEKDVTKPQRPSLNQSIKTHNQSVPKREPKREEPQQQNTVSRHTSQPADDTLDIPTFLRNRNKRG. The pIC50 is 3.9. (7) The target protein (P42639) has sequence MDAIKKKMQMLKLDKENALDRAEQAEADKKAAEDRSKRLEDELVSLQKKLKATEDELDKYSEAPKDAQEKLELAEKKATDAEADVASLNRRIQLVEEELDRAQERLATALQKLEEAEKAADESERGMKVIESRAQKDEEKMEIQEIQLKEAKHIAEDADRKYEEVARKLVIIESDLERAEERAELSEGKCAELEEELKTVTNNLKSLEAQAEKYSQKEDKYEEEIKVLSDKLKEAETRAEFAERSVTKLEKSIDDLEDELYAQKLKYKAISEELDHALNDMTSI. The pIC50 is 6.2. The compound is O=c1ccc2c(-c3ccccc3S(=O)(=O)O)c3ccc(O)c(O)c3oc-2c1O. (8) The compound is CCc1nc(N)nc(N)c1C#C[C@@H](C)c1cc2c(c(-c3ccc(C(=O)O)cc3)c1)OCO2. The target protein (P13955) has sequence MTLSIIVAHDKQRVIGYQNQLPWHLPNDLKHIKQLTTGNTLVMARKTFNSIGKPLPNRRNVVLTNQASFHHEGVDVINSLDEIKELSGHVFIFGGQTLYEAMIDQVDDMYITVIDGKFQGDTFFPPYTFENWEVESSVEGQLDEKNTIPHTFLHLVRRKGK. The pIC50 is 6.5. (9) The compound is Nc1c(Cl)ncnc1Nc1ccc(C(=O)O)cc1. The target protein sequence is MALKLLSEKANSQALKVLLCSYYVKRPVEVSLSGAYATPILHHPAFKQPIIAPNEMARVILFYSVEPTSNNGGAADSSNGDGTASPVAGLTNLTLEHETWLEWEATTFTRAVHPLYTQRRQTAESLAVFSYLDKKISENDDRCVYSPAVEGKGAADPTDAVSTFFIDCIVWCAVLPALCESGVLRDSEKQQLPHLVKWFNTFQKEQKTLIDNAFENLSVQEAADFLRCPRVYKVSAKVEKVFFVTSPIYYVNAAPHIGHVYSTLITDVIGRYHRVKGERVFALTGTDEHGQKVAEAAKQKQVSPYDFTAAVAGEFKKCFEQMDYSIDYFIRTTNEQHKAVVKELWTKLEQKGDIYLGRYEGWYSISDESFLTPQNITDGVDKDGNPCKVSLESGHVVTWVSEENYMFRLSAFRERLLEWYHANPGCIVPEFRRREVIRAVEKGLPDLSVSRKKETLHNWAIPVPGNPDHCVYVWLDALTNYLTGSRLRVDESGKEVSLAD.... The pIC50 is 5.4.